This data is from Forward reaction prediction with 1.9M reactions from USPTO patents (1976-2016). The task is: Predict the product of the given reaction. (1) Given the reactants [Si]([O:8][CH2:9][CH2:10][C:11]1([S:14]([NH:17][C:18]2[C:19]([NH:29][C:30]3[CH:35]=[CH:34][C:33]([I:36])=[CH:32][C:31]=3[F:37])=[C:20]([F:28])[C:21]3[O:25][N:24]=[C:23]([CH3:26])[C:22]=3[CH:27]=2)(=[O:16])=[O:15])[CH2:13][CH2:12]1)(C(C)(C)C)(C)C.Cl, predict the reaction product. The product is: [OH:8][CH2:9][CH2:10][C:11]1([S:14]([NH:17][C:18]2[C:19]([NH:29][C:30]3[CH:35]=[CH:34][C:33]([I:36])=[CH:32][C:31]=3[F:37])=[C:20]([F:28])[C:21]3[O:25][N:24]=[C:23]([CH3:26])[C:22]=3[CH:27]=2)(=[O:16])=[O:15])[CH2:12][CH2:13]1. (2) The product is: [C:38]([C:33]1[CH:34]=[N:35][N:36]([CH3:37])[C:32]=1[NH:31][C:11]([C:13]1[CH:14]=[CH:15][C:16]([O:27][CH:28]([F:30])[F:29])=[C:17]2[O:21][C:20]([CH:22]3[CH2:26][CH2:25][O:24][CH2:23]3)=[CH:19][C:18]=12)=[O:12])#[N:39]. Given the reactants [N+](C1C=CC(O[C:11]([C:13]2[CH:14]=[CH:15][C:16]([O:27][CH:28]([F:30])[F:29])=[C:17]3[O:21][C:20]([CH:22]4[CH2:26][CH2:25][O:24][CH2:23]4)=[CH:19][C:18]=23)=[O:12])=CC=1)([O-])=O.[NH2:31][C:32]1[N:36]([CH3:37])[N:35]=[CH:34][C:33]=1[C:38]#[N:39], predict the reaction product. (3) The product is: [CH3:1][O:2][C:3]([C:5]1([CH2:12][C:13]2[CH:14]=[CH:15][C:16]([Cl:19])=[CH:17][CH:18]=2)[CH2:9][CH2:8][C:7]([CH2:22][OH:23])([CH3:10])[C:6]1=[O:11])=[O:4]. Given the reactants [CH3:1][O:2][C:3]([C:5]1([CH2:12][C:13]2[CH:18]=[CH:17][C:16]([Cl:19])=[CH:15][CH:14]=2)[CH2:9][CH2:8][CH:7]([CH3:10])[C:6]1=[O:11])=[O:4].C=O.[C:22](=O)([O-])[O-:23].[K+].[K+], predict the reaction product. (4) Given the reactants [CH3:1][C:2]1[CH:7]=[CH:6][N:5]=[CH:4][C:3]=1[N:8]1[CH2:12][CH2:11][NH:10][C:9]1=[O:13].Br[C:15]1[CH:16]=[CH:17][C:18]2[N:19]([CH:21]=[CH:22][N:23]=2)[CH:20]=1.N[C@@H]1CCCC[C@H]1N.P([O-])([O-])([O-])=O.[K+].[K+].[K+], predict the reaction product. The product is: [N:23]1[CH:22]=[CH:21][N:19]2[CH:20]=[C:15]([N:10]3[CH2:11][CH2:12][N:8]([C:3]4[CH:4]=[N:5][CH:6]=[CH:7][C:2]=4[CH3:1])[C:9]3=[O:13])[CH:16]=[CH:17][C:18]=12. (5) Given the reactants B(Br)(Br)Br.C([O:7][C:8]1[CH:13]=[CH:12][C:11]([OH:14])=[C:10]([C:15]([F:18])([F:17])[F:16])[CH:9]=1)C, predict the reaction product. The product is: [F:16][C:15]([F:17])([F:18])[C:10]1[CH:9]=[C:8]([OH:7])[CH:13]=[CH:12][C:11]=1[OH:14]. (6) Given the reactants [CH2:1]([O:8][C:9]1[C:14](=[O:15])[N:13]2[CH:16]=[C:17]([CH3:20])[CH:18]=[CH:19][C:12]2=[N:11][C:10]=1[C:21](O)=[O:22])[C:2]1[CH:7]=[CH:6][CH:5]=[CH:4][CH:3]=1.ON1[C:29]2[CH:30]=[CH:31][CH:32]=[CH:33][C:28]=2N=N1.Cl.C[N:36](C)[CH2:37][CH2:38]CN=C=NCC.C(N(CC)CC)C.[O:53]1CCCC1, predict the reaction product. The product is: [O:53]=[C:38]([C:28]1[CH:33]=[CH:32][CH:31]=[CH:30][CH:29]=1)[CH2:37][NH:36][C:21]([C:10]1[N:11]=[C:12]2[CH:19]=[CH:18][C:17]([CH3:20])=[CH:16][N:13]2[C:14](=[O:15])[C:9]=1[O:8][CH2:1][C:2]1[CH:3]=[CH:4][CH:5]=[CH:6][CH:7]=1)=[O:22]. (7) Given the reactants [NH:1]1[C:9]2[C:4](=[CH:5][C:6]([C:10]#[N:11])=[CH:7][CH:8]=2)[CH:3]=[CH:2]1.Br[CH2:13][CH2:14][C:15]([O:17][CH2:18][CH3:19])=[O:16].C(=O)([O-])[O-].[Cs+].[Cs+].C(OCC)C, predict the reaction product. The product is: [C:10]([C:6]1[CH:5]=[C:4]2[C:9](=[CH:8][CH:7]=1)[N:1]([CH2:13][CH2:14][C:15]([O:17][CH2:18][CH3:19])=[O:16])[CH:2]=[CH:3]2)#[N:11]. (8) The product is: [CH2:9]1[C:10]2([CH2:17][CH2:16][CH2:15][CH2:14]2)[CH:11]([OH:13])[CH2:12][NH:8]1. Given the reactants C([N:8]1[CH2:12][CH:11]([OH:13])[C:10]2([CH2:17][CH2:16][CH2:15][CH2:14]2)[CH2:9]1)C1C=CC=CC=1, predict the reaction product. (9) Given the reactants [NH2:1][C:2]1[CH:9]=[C:8]([CH3:10])[C:5]([CH:6]=[O:7])=[C:4]([CH3:11])[CH:3]=1.[C:12]1([S:18](Cl)(=[O:20])=[O:19])[CH:17]=[CH:16][CH:15]=[CH:14][CH:13]=1.[Cl-].[NH4+], predict the reaction product. The product is: [CH3:11][C:4]1[CH:3]=[C:2]([NH:1][S:18]([C:12]2[CH:17]=[CH:16][CH:15]=[CH:14][CH:13]=2)(=[O:20])=[O:19])[CH:9]=[C:8]([CH3:10])[C:5]=1[CH:6]=[O:7]. (10) Given the reactants [F:1][C:2]([F:15])([F:14])[C:3]1[CH:4]=[C:5](Br)[CH:6]=[C:7]([C:9]([F:12])([F:11])[F:10])[CH:8]=1.C(=O)([O-])[O-].[Na+].[Na+].[N:22]1[CH:27]=[CH:26][CH:25]=[C:24](B(O)O)[CH:23]=1, predict the reaction product. The product is: [F:1][C:2]([F:15])([F:14])[C:3]1[CH:4]=[C:5]([C:24]2[CH:23]=[N:22][CH:27]=[CH:26][CH:25]=2)[CH:6]=[C:7]([C:9]([F:12])([F:11])[F:10])[CH:8]=1.